Task: Predict the reactants needed to synthesize the given product.. Dataset: Full USPTO retrosynthesis dataset with 1.9M reactions from patents (1976-2016) (1) Given the product [CH2:16]([C:12]1([CH2:22][CH:21]=[CH2:20])[C:11]2[CH:10]=[CH:9][CH:8]=[CH:7][C:6]=2[C:5]2[C:13]1=[CH:1][CH:2]=[CH:3][CH:4]=2)[CH:15]=[CH2:18], predict the reactants needed to synthesize it. The reactants are: [CH:1]1[C:13]2[CH2:12][C:11]3[C:6](=[CH:7][CH:8]=[CH:9][CH:10]=3)[C:5]=2[CH:4]=[CH:3][CH:2]=1.C[C:15]([CH3:18])([O-])[CH3:16].[K+].[CH2:20](Cl)[CH:21]=[CH2:22].O. (2) Given the product [Cl:17][C:4]1[CH:3]=[C:2]([C:21]2[CH:22]=[CH:23][C:24]([CH3:25])=[C:19]([F:18])[CH:20]=2)[C:10]2[N:9]3[CH2:11][CH2:12][NH:13][C:14](=[O:15])[C:8]3=[C:7]([CH3:16])[C:6]=2[CH:5]=1, predict the reactants needed to synthesize it. The reactants are: Br[C:2]1[C:10]2[N:9]3[CH2:11][CH2:12][NH:13][C:14](=[O:15])[C:8]3=[C:7]([CH3:16])[C:6]=2[CH:5]=[C:4]([Cl:17])[CH:3]=1.[F:18][C:19]1[CH:20]=[C:21](B(O)O)[CH:22]=[CH:23][C:24]=1[CH3:25]. (3) Given the product [CH2:22]([N:7]([C:6]1[N:2]([CH3:1])[N:3]=[C:4]([C:13]2[CH:14]=[N:15][CH:16]=[CH:17][CH:18]=2)[CH:5]=1)[C:8](=[O:12])[CH:9]([CH3:11])[CH3:10])[CH3:23], predict the reactants needed to synthesize it. The reactants are: [CH3:1][N:2]1[C:6]([NH:7][C:8](=[O:12])[CH:9]([CH3:11])[CH3:10])=[CH:5][C:4]([C:13]2[CH:14]=[N:15][CH:16]=[CH:17][CH:18]=2)=[N:3]1.[H-].[Na+].I[CH2:22][CH3:23].O. (4) Given the product [F:20][C:21]([F:35])([F:36])[C:22]1[CH:30]=[C:29]([C:31]([F:34])([F:32])[F:33])[CH:28]=[CH:27][C:23]=1[CH2:24][O:25][N:26]=[C:1]([C:4]1[CH:9]=[C:8]([Cl:10])[CH:7]=[CH:6][C:5]=1[NH:11][S:12]([C:15]([F:18])([F:17])[F:16])(=[O:14])=[O:13])[CH3:2], predict the reactants needed to synthesize it. The reactants are: [C:1]([C:4]1[CH:9]=[C:8]([Cl:10])[CH:7]=[CH:6][C:5]=1[NH:11][S:12]([C:15]([F:18])([F:17])[F:16])(=[O:14])=[O:13])(=O)[CH3:2].Cl.[F:20][C:21]([F:36])([F:35])[C:22]1[CH:30]=[C:29]([C:31]([F:34])([F:33])[F:32])[CH:28]=[CH:27][C:23]=1[CH2:24][O:25][NH2:26].CC([O-])=O.[Na+]. (5) Given the product [N:4]1[CH:3]=[C:2]([C:12]#[C:11][C:13]2[CH:14]=[C:15]([CH:37]=[CH:38][C:39]=2[CH3:40])[C:16]([NH:18][C:19]2[CH:24]=[CH:23][C:22]([CH2:25][N:26]3[CH2:27][CH2:28][N:29]([CH3:32])[CH2:30][CH2:31]3)=[C:21]([C:33]([F:34])([F:36])[F:35])[CH:20]=2)=[O:17])[N:6]2[C:5]=1[CH:10]=[CH:9][CH:8]=[N:7]2, predict the reactants needed to synthesize it. The reactants are: Br[C:2]1[N:6]2[N:7]=[CH:8][CH:9]=[CH:10][C:5]2=[N:4][CH:3]=1.[C:11]([C:13]1[CH:14]=[C:15]([CH:37]=[CH:38][C:39]=1[CH3:40])[C:16]([NH:18][C:19]1[CH:24]=[CH:23][C:22]([CH2:25][N:26]2[CH2:31][CH2:30][N:29]([CH3:32])[CH2:28][CH2:27]2)=[C:21]([C:33]([F:36])([F:35])[F:34])[CH:20]=1)=[O:17])#[CH:12].C(N(C(C)C)CC)(C)C. (6) Given the product [CH3:24][O:25][C:26]1[CH:31]=[CH:30][C:29]([O:32][CH3:33])=[CH:28][C:27]=1[C:2]1[C:10]2[O:9][CH:8]([CH2:11][O:12][S:13]([C:16]3[CH:21]=[CH:20][C:19]([CH3:22])=[CH:18][CH:17]=3)(=[O:15])=[O:14])[O:7][C:6]=2[CH:5]=[C:4]([Cl:23])[CH:3]=1, predict the reactants needed to synthesize it. The reactants are: Br[C:2]1[C:10]2[O:9][CH:8]([CH2:11][O:12][S:13]([C:16]3[CH:21]=[CH:20][C:19]([CH3:22])=[CH:18][CH:17]=3)(=[O:15])=[O:14])[O:7][C:6]=2[CH:5]=[C:4]([Cl:23])[CH:3]=1.[CH3:24][O:25][C:26]1[CH:31]=[CH:30][C:29]([O:32][CH3:33])=[CH:28][C:27]=1B(O)O.